Dataset: Forward reaction prediction with 1.9M reactions from USPTO patents (1976-2016). Task: Predict the product of the given reaction. (1) Given the reactants [CH:1](=[C:8]1[CH2:12][N:11]([C:13]([O:15]C(C)(C)C)=O)[C@H:10]([C:20]([OH:22])=O)[CH2:9]1)[C:2]1[CH:7]=[CH:6][CH:5]=[CH:4][CH:3]=1.[N:23]([C:26]1[CH:31]=[CH:30][CH:29]=[C:28]([CH3:32])[CH:27]=1)=C=O.[CH2:33]([NH:40][CH3:41])[C:34]1[CH:39]=[CH:38][CH:37]=[CH:36][CH:35]=1, predict the reaction product. The product is: [CH2:33]([N:40]([CH3:41])[C:20]([C@@H:10]1[CH2:9][C:8](=[CH:1][C:2]2[CH:3]=[CH:4][CH:5]=[CH:6][CH:7]=2)[CH2:12][N:11]1[C:13]([NH:23][C:26]1[CH:31]=[CH:30][CH:29]=[C:28]([CH3:32])[CH:27]=1)=[O:15])=[O:22])[C:34]1[CH:39]=[CH:38][CH:37]=[CH:36][CH:35]=1. (2) Given the reactants [H-].C([Al+]CC(C)C)C(C)C.C[O:12][C:13]([CH:15]1[CH2:20][O:19][CH2:18][CH2:17][N:16]1[C:21]([O:23][C:24]([CH3:27])([CH3:26])[CH3:25])=[O:22])=O, predict the reaction product. The product is: [C:24]([O:23][C:21]([N:16]1[CH2:17][CH2:18][O:19][CH2:20][CH:15]1[CH:13]=[O:12])=[O:22])([CH3:27])([CH3:26])[CH3:25]. (3) Given the reactants [CH2:1]([O:5][C:6]1[C:15]2[C:10](=[CH:11][CH:12]=[C:13]([C:16](O)=[O:17])[CH:14]=2)[C:9](=[O:19])[N:8]([CH2:20][CH:21]2[CH2:23][CH2:22]2)[C:7]=1[CH2:24][NH:25][C:26]([O:28][C:29]([CH3:32])([CH3:31])[CH3:30])=[O:27])[CH2:2][CH2:3][CH3:4].CN1CCOCC1.ClC(OCC)=O.[BH4-].[Na+], predict the reaction product. The product is: [CH2:1]([O:5][C:6]1[C:15]2[C:10](=[CH:11][CH:12]=[C:13]([CH2:16][OH:17])[CH:14]=2)[C:9](=[O:19])[N:8]([CH2:20][CH:21]2[CH2:23][CH2:22]2)[C:7]=1[CH2:24][NH:25][C:26](=[O:27])[O:28][C:29]([CH3:32])([CH3:31])[CH3:30])[CH2:2][CH2:3][CH3:4].